Dataset: Reaction yield outcomes from USPTO patents with 853,638 reactions. Task: Predict the reaction yield, written as a fraction of the theoretical maximum amount of product (1.0 means a 100% yield; for example, 0.34 means a 34% yield). (1) The reactants are C(=O)([O-])[O-].[K+].[K+].Cl[C:8]1[N:16]=[CH:15][CH:14]=[CH:13][C:9]=1[C:10]([OH:12])=[O:11].[CH2:17]([SH:24])[C:18]1[CH:23]=[CH:22][CH:21]=[CH:20][CH:19]=1.O. The catalyst is CS(C)=O. The product is [C:18]1([CH2:17][S:24][C:8]2[C:9]([C:10]([OH:12])=[O:11])=[CH:13][CH:14]=[CH:15][N:16]=2)[CH:23]=[CH:22][CH:21]=[CH:20][CH:19]=1. The yield is 0.491. (2) The yield is 0.330. The catalyst is C(Cl)Cl. The reactants are CCN(S(F)(F)[F:7])CC.[Cl:10][C:11]1[CH:16]=[CH:15][C:14]([S:17]([N:20]([CH2:29][C:30]2[CH:35]=[CH:34][C:33]([C:36]3[O:37][CH:38]=[CH:39][N:40]=3)=[CH:32][C:31]=2[F:41])[C@@H:21]2[CH2:26][CH2:25][CH2:24][CH2:23][C@H:22]2[CH2:27]O)(=[O:19])=[O:18])=[CH:13][CH:12]=1. The product is [Cl:10][C:11]1[CH:12]=[CH:13][C:14]([S:17]([N:20]([CH2:29][C:30]2[CH:35]=[CH:34][C:33]([C:36]3[O:37][CH:38]=[CH:39][N:40]=3)=[CH:32][C:31]=2[F:41])[C@@H:21]2[CH2:26][CH2:25][CH2:24][CH2:23][C@H:22]2[CH2:27][F:7])(=[O:19])=[O:18])=[CH:15][CH:16]=1. (3) The reactants are C[O:2][C:3](=[O:16])[C@H:4]([CH2:9][C:10]1[CH:15]=[CH:14][CH:13]=[CH:12][CH:11]=1)[NH:5]C(=O)C. The catalyst is Cl. The product is [NH2:5][C@H:4]([C:3]([OH:16])=[O:2])[CH2:9][C:10]1[CH:15]=[CH:14][CH:13]=[CH:12][CH:11]=1. The yield is 0.990. (4) The reactants are [C:1](/[C:3](=[C:9](\OCC)/[CH3:10])/[C:4]([O:6][CH2:7][CH3:8])=[O:5])#[N:2].Cl.[CH:15]1([NH:20][NH2:21])[CH2:19][CH2:18][CH2:17][CH2:16]1.CCN(CC)CC. The catalyst is CO. The product is [NH2:2][C:1]1[N:20]([CH:15]2[CH2:19][CH2:18][CH2:17][CH2:16]2)[N:21]=[C:9]([CH3:10])[C:3]=1[C:4]([O:6][CH2:7][CH3:8])=[O:5]. The yield is 0.940. (5) The reactants are Br[C:2]1[N:7]=[CH:6][C:5]([NH:8][C:9]([NH:11][CH2:12][CH2:13][CH2:14][CH2:15][N:16]2[CH2:21][CH2:20][CH2:19][CH2:18][CH2:17]2)=[O:10])=[CH:4][CH:3]=1.[CH3:22][O:23][C:24]1[CH:29]=[CH:28][C:27](B(O)O)=[CH:26][CH:25]=1.C(=O)([O-])[O-].[Na+].[Na+]. The catalyst is C(#N)C.C1C=CC([P]([Pd]([P](C2C=CC=CC=2)(C2C=CC=CC=2)C2C=CC=CC=2)([P](C2C=CC=CC=2)(C2C=CC=CC=2)C2C=CC=CC=2)[P](C2C=CC=CC=2)(C2C=CC=CC=2)C2C=CC=CC=2)(C2C=CC=CC=2)C2C=CC=CC=2)=CC=1. The product is [CH3:22][O:23][C:24]1[CH:29]=[CH:28][C:27]([C:2]2[N:7]=[CH:6][C:5]([NH:8][C:9]([NH:11][CH2:12][CH2:13][CH2:14][CH2:15][N:16]3[CH2:21][CH2:20][CH2:19][CH2:18][CH2:17]3)=[O:10])=[CH:4][CH:3]=2)=[CH:26][CH:25]=1. The yield is 0.337. (6) The reactants are [CH3:1][O:2][CH2:3][N:4]1[C:12]2[C:7](=[CH:8][CH:9]=[CH:10][C:11]=2[NH:13][S:14]([C:17]2[CH:22]=[CH:21][CH:20]=[CH:19][N:18]=2)(=[O:16])=[O:15])[CH:6]=[C:5]1[C:23]([O:25]CC)=[O:24].[OH-].[K+].C(O)(=O)CC(CC(O)=O)(C(O)=O)O. The catalyst is O1CCCC1.CO. The product is [CH3:1][O:2][CH2:3][N:4]1[C:12]2[C:7](=[CH:8][CH:9]=[CH:10][C:11]=2[NH:13][S:14]([C:17]2[CH:22]=[CH:21][CH:20]=[CH:19][N:18]=2)(=[O:16])=[O:15])[CH:6]=[C:5]1[C:23]([OH:25])=[O:24]. The yield is 0.910.